This data is from Forward reaction prediction with 1.9M reactions from USPTO patents (1976-2016). The task is: Predict the product of the given reaction. (1) Given the reactants [N+:1]([C:4]1[C:5]([C:9]([OH:11])=O)=[N:6][NH:7][CH:8]=1)([O-:3])=[O:2].[NH2:12][C@H:13]1[CH2:18][CH2:17][C@H:16]([OH:19])[CH2:15][CH2:14]1.CCN=C=NCCCN(C)C.C1C=CC2N(O)N=NC=2C=1, predict the reaction product. The product is: [OH:19][CH:16]1[CH2:17][CH2:18][CH:13]([NH:12][C:9]([C:5]2[C:4]([N+:1]([O-:3])=[O:2])=[CH:8][NH:7][N:6]=2)=[O:11])[CH2:14][CH2:15]1. (2) Given the reactants [C:1]([O:5][C:6]([NH:8][C@@H:9]([CH2:13][C:14]#[CH:15])[C:10](O)=[O:11])=[O:7])([CH3:4])([CH3:3])[CH3:2].CCN=C=NCCCN(C)C.C1C=CC2N(O)N=NC=2C=1.I.[C:38]([S:41][CH3:42])(=[NH:40])[NH2:39].CCN(C(C)C)C(C)C, predict the reaction product. The product is: [NH:39]=[C:38]([NH:40][C:10](=[O:11])[C@@H:9]([NH:8][C:6](=[O:7])[O:5][C:1]([CH3:4])([CH3:3])[CH3:2])[CH2:13][C:14]#[CH:15])[S:41][CH3:42]. (3) Given the reactants [C:1]1([C:7]([NH:10][NH:11]C(OC(C)(C)C)=O)([CH3:9])[CH3:8])[CH:6]=[CH:5][CH:4]=[CH:3][CH:2]=1.O.C1(C)C=CC(S(O)(=O)=O)=CC=1.C(=O)([O-])O.[Na+].CO[C:38]([CH2:40][C:41]([CH2:43][C:44]([O:46][CH3:47])=[O:45])=O)=[O:39], predict the reaction product. The product is: [O:39]=[C:38]1[N:10]([C:7]([C:1]2[CH:6]=[CH:5][CH:4]=[CH:3][CH:2]=2)([CH3:9])[CH3:8])[N:11]=[C:41]([CH2:43][C:44]([O:46][CH3:47])=[O:45])[CH2:40]1. (4) Given the reactants [Cl:1][C:2]1[CH:7]=[C:6]([Cl:8])[CH:5]=[CH:4][C:3]=1[O:9][C:10]1[CH:15]=[CH:14][CH:13]=[CH:12][C:11]=1[N+:16]([O-])=O.CCO.[Cl-].[NH4+], predict the reaction product. The product is: [Cl:1][C:2]1[CH:7]=[C:6]([Cl:8])[CH:5]=[CH:4][C:3]=1[O:9][C:10]1[CH:15]=[CH:14][CH:13]=[CH:12][C:11]=1[NH2:16].